This data is from Retrosynthesis with 50K atom-mapped reactions and 10 reaction types from USPTO. The task is: Predict the reactants needed to synthesize the given product. Given the product Oc1cccc(C(=C2CCCCCC2)c2ccc(Br)c(F)c2)c1, predict the reactants needed to synthesize it. The reactants are: O=C(c1cccc(O)c1)c1ccc(Br)c(F)c1.O=C1CCCCCC1.